This data is from Full USPTO retrosynthesis dataset with 1.9M reactions from patents (1976-2016). The task is: Predict the reactants needed to synthesize the given product. Given the product [F:13][C:3]1[CH:4]=[C:5]([O:8][C:9]([F:12])([F:11])[F:10])[CH:6]=[CH:7][C:2]=1[C:19]([OH:21])=[O:20], predict the reactants needed to synthesize it. The reactants are: Br[C:2]1[CH:7]=[CH:6][C:5]([O:8][C:9]([F:12])([F:11])[F:10])=[CH:4][C:3]=1[F:13].C([Mg]Br)(C)C.[C:19](=[O:21])=[O:20].